This data is from Catalyst prediction with 721,799 reactions and 888 catalyst types from USPTO. The task is: Predict which catalyst facilitates the given reaction. (1) Reactant: [Cl:1][C:2]1[CH:7]=[CH:6][C:5]([C:8]2([C:11]3[C:20]4[C:15](=[CH:16][CH:17]=[C:18]([OH:21])[CH:19]=4)[CH2:14][CH2:13][N:12]=3)[CH2:10][CH2:9]2)=[CH:4][CH:3]=1.[H-].[Na+].[C:24]([NH:31][CH2:32][CH2:33]Br)([O:26][C:27]([CH3:30])([CH3:29])[CH3:28])=[O:25]. Product: [C:27]([O:26][C:24](=[O:25])[NH:31][CH2:32][CH2:33][O:21][C:18]1[CH:19]=[C:20]2[C:15]([CH2:14][CH2:13][N:12]=[C:11]2[C:8]2([C:5]3[CH:4]=[CH:3][C:2]([Cl:1])=[CH:7][CH:6]=3)[CH2:10][CH2:9]2)=[CH:16][CH:17]=1)([CH3:30])([CH3:29])[CH3:28]. The catalyst class is: 9. (2) Reactant: [C:1](Cl)(=[O:3])[CH3:2].[OH:5][C@H:6]([C@H:20]1[O:25][CH2:24][CH2:23][N:22]([C:26]2[CH:31]=[CH:30][C:29]([CH3:32])=[CH:28][CH:27]=2)[C:21]1=[O:33])[C:7]1[NH:8][C:9]2[C:14]([C:15](=[O:17])[N:16]=1)=[CH:13][C:12]([C:18]#[N:19])=[CH:11][CH:10]=2. Product: [OH:5][C@H:6]([C@H:20]1[O:25][CH2:24][CH2:23][N:22]([C:26]2[CH:27]=[CH:28][C:29]([CH3:32])=[CH:30][CH:31]=2)[C:21]1=[O:33])[C:7]1[NH:8][C:9]2[C:14]([C:15](=[O:17])[N:16]=1)=[CH:13][C:12]([C:18](=[NH:19])[O:3][CH2:1][CH3:2])=[CH:11][CH:10]=2. The catalyst class is: 14. (3) Reactant: [F:1][C:2]([F:11])([F:10])[C:3]1[C:4]([NH2:9])=[N:5][CH:6]=[CH:7][CH:8]=1.[Br:12]Br.O. Product: [Br:12][C:7]1[CH:8]=[C:3]([C:2]([F:1])([F:10])[F:11])[C:4]([NH2:9])=[N:5][CH:6]=1. The catalyst class is: 15. (4) Reactant: B(F)(F)F.CCOCC.Br[CH2:11][C:12]([C:14]1[C:19]([O:20][CH3:21])=[CH:18][CH:17]=[CH:16][N:15]=1)=O.[CH3:22][O:23][C:24](=[O:32])[CH2:25][CH2:26][CH2:27][CH2:28][C:29](=[O:31])[NH2:30]. Product: [CH3:22][O:23][C:24](=[O:32])[CH2:25][CH2:26][CH2:27][CH2:28][C:29]1[O:31][CH:11]=[C:12]([C:14]2[C:19]([O:20][CH3:21])=[CH:18][CH:17]=[CH:16][N:15]=2)[N:30]=1. The catalyst class is: 1. (5) Reactant: [CH2:1]([C:3]1[N:4]([CH2:8][C:9]2[CH:10]=[C:11]([C:15]3[CH:19]=[C:18]([CH2:20][CH:21]([CH3:23])[CH3:22])[S:17][C:16]=3[S:24]([NH:27]C(C)(C)C)(=[O:26])=[O:25])[CH:12]=[CH:13][CH:14]=2)[CH:5]=[CH:6][N:7]=1)[CH3:2].B(Cl)(Cl)Cl.N1(C2C=CC=CN=2)CCCC1.Cl[C:48]([O:50][CH2:51][CH2:52][CH2:53][CH3:54])=[O:49].C(O)(=O)CC(CC(O)=O)(C(O)=O)O. Product: [CH2:51]([O:50][C:48]([NH:27][S:24]([C:16]1[S:17][C:18]([CH2:20][CH:21]([CH3:22])[CH3:23])=[CH:19][C:15]=1[C:11]1[CH:12]=[CH:13][CH:14]=[C:9]([CH2:8][N:4]2[CH:5]=[CH:6][N:7]=[C:3]2[CH2:1][CH3:2])[CH:10]=1)(=[O:26])=[O:25])=[O:49])[CH2:52][CH2:53][CH3:54]. The catalyst class is: 2. (6) Reactant: [Cl:1][C:2]1[CH:33]=[CH:32][C:31]([CH2:34][NH:35][C:36](=[O:41])[C:37]([F:40])([F:39])[F:38])=[CH:30][C:3]=1[C:4]([NH:6][C:7]([N:9]([C:18]1[CH:23]=[CH:22][C:21]([C:24]([O:26][CH3:27])=[O:25])=[C:20]([O:28][CH3:29])[CH:19]=1)[NH:10]C(OC(C)(C)C)=O)=[O:8])=O.C(O)(C(F)(F)F)=O. Product: [Cl:1][C:2]1[CH:33]=[CH:32][C:31]([CH2:34][NH:35][C:36](=[O:41])[C:37]([F:40])([F:39])[F:38])=[CH:30][C:3]=1[C:4]1[NH:6][C:7](=[O:8])[N:9]([C:18]2[CH:23]=[CH:22][C:21]([C:24]([O:26][CH3:27])=[O:25])=[C:20]([O:28][CH3:29])[CH:19]=2)[N:10]=1. The catalyst class is: 2. (7) The catalyst class is: 7. Product: [Cl:1][C:2]1[CH:3]=[C:4]([CH:21]=[CH:22][C:23]=1[Cl:24])[CH2:5][NH:6][C:7]([NH:8][C:9]1[S:10][CH:11]=[C:12]([CH:14]=[O:15])[N:13]=1)=[O:20]. Reactant: [Cl:1][C:2]1[CH:3]=[C:4]([CH:21]=[CH:22][C:23]=1[Cl:24])[CH2:5][NH:6][C:7](=[O:20])[NH:8][C:9]1[S:10][CH:11]=[C:12]([C:14](N(OC)C)=[O:15])[N:13]=1.[H-].[Al+3].[Li+].[H-].[H-].[H-].